Dataset: Forward reaction prediction with 1.9M reactions from USPTO patents (1976-2016). Task: Predict the product of the given reaction. (1) Given the reactants [CH3:1][O:2][C:3]([C:5]1[O:6][CH:7]=[C:8]([Br:12])[C:9]=1[CH2:10]Br)=[O:4].[CH3:13][O:14][C:15](=[O:29])[CH2:16][NH:17][CH2:18][C:19]1[CH:24]=[CH:23][C:22]([O:25][CH3:26])=[CH:21][C:20]=1[O:27][CH3:28].C(=O)([O-])[O-].[K+].[K+], predict the reaction product. The product is: [CH3:1][O:2][C:3]([C:5]1[O:6][CH:7]=[C:8]([Br:12])[C:9]=1[CH2:10][N:17]([CH2:18][C:19]1[CH:24]=[CH:23][C:22]([O:25][CH3:26])=[CH:21][C:20]=1[O:27][CH3:28])[CH2:16][C:15]([O:14][CH3:13])=[O:29])=[O:4].[CH3:1][O:2][C:3]([C:5]1[O:6][CH:7]=[CH:8][C:9]=1[CH2:10][N:17]([CH2:18][C:19]1[CH:24]=[CH:23][C:22]([O:25][CH3:26])=[CH:21][C:20]=1[O:27][CH3:28])[CH2:16][C:15]([O:14][CH3:13])=[O:29])=[O:4]. (2) Given the reactants [NH2:1][CH2:2][C@H:3]1[CH2:7][N:6]([CH2:8][CH2:9][C:10]2[C:19]3[C:14](=[CH:15][CH:16]=[C:17]([O:20][CH3:21])[N:18]=3)[N:13]=[CH:12][C:11]=2[F:22])[CH2:5][C@H:4]1[OH:23].CCN(C(C)C)C(C)C.[O:33]=[C:34]1[NH:39][C:38]2[CH:40]=[C:41]([S:44](Cl)(=[O:46])=[O:45])[CH:42]=[CH:43][C:37]=2[S:36][CH2:35]1, predict the reaction product. The product is: [F:22][C:11]1[CH:12]=[N:13][C:14]2[C:19]([C:10]=1[CH2:9][CH2:8][N:6]1[CH2:5][C@@H:4]([OH:23])[C@@H:3]([CH2:2][NH:1][S:44]([C:41]3[CH:42]=[CH:43][C:37]4[S:36][CH2:35][C:34](=[O:33])[NH:39][C:38]=4[CH:40]=3)(=[O:46])=[O:45])[CH2:7]1)=[N:18][C:17]([O:20][CH3:21])=[CH:16][CH:15]=2. (3) Given the reactants [CH3:1][N:2]([CH3:35])[S:3]([N:6]1[C:14]2[CH:13]=[CH:12][C:11]([C:15]([N:17]3[CH2:22][CH2:21][CH:20]([CH3:23])[CH2:19][CH2:18]3)=[O:16])=[CH:10][C:9]=2[C:8]2[CH2:24][N:25](C(OC(C)(C)C)=O)[CH2:26][CH2:27][C:7]1=2)(=[O:5])=[O:4].[C:36]([OH:42])([C:38]([F:41])([F:40])[F:39])=[O:37], predict the reaction product. The product is: [OH:42][C:36]([C:38]([F:41])([F:40])[F:39])=[O:37].[CH3:35][N:2]([CH3:1])[S:3]([N:6]1[C:14]2[CH:13]=[CH:12][C:11]([C:15]([N:17]3[CH2:22][CH2:21][CH:20]([CH3:23])[CH2:19][CH2:18]3)=[O:16])=[CH:10][C:9]=2[C:8]2[CH2:24][NH:25][CH2:26][CH2:27][C:7]1=2)(=[O:4])=[O:5].[C:36]([OH:42])([C:38]([F:41])([F:40])[F:39])=[O:37]. (4) Given the reactants [CH2:1]([N:8]1[C:16]([C:17]2[CH:22]=[CH:21][CH:20]=[CH:19][CH:18]=2)=[C:15]2[C:10]([C:11]([C:23]([CH3:25])=[CH2:24])=[CH:12][CH:13]=[CH:14]2)=[N:9]1)[C:2]1[CH:7]=[CH:6][CH:5]=[CH:4][CH:3]=1, predict the reaction product. The product is: [CH2:1]([N:8]1[C:16]([C:17]2[CH:22]=[CH:21][CH:20]=[CH:19][CH:18]=2)=[C:15]2[C:10]([C:11]([CH:23]([CH3:25])[CH3:24])=[CH:12][CH:13]=[CH:14]2)=[N:9]1)[C:2]1[CH:3]=[CH:4][CH:5]=[CH:6][CH:7]=1. (5) Given the reactants [Al+3].[Cl-].[Cl-].[Cl-].[CH3:5][O:6][C:7]1[CH:15]=[N:14][C:13](N2C=CC(C)=N2)=[C:12]2[C:8]=1[CH:9]=[CH:10][NH:11]2.Cl[C:23]([C:25]([O:27][CH3:28])=[O:26])=[O:24].[CH3:29][N+:30]([O-])=O, predict the reaction product. The product is: [CH3:28][O:27][C:25](=[O:26])[C:23]([C:9]1[C:8]2[C:12](=[C:13]([C:29]3[NH:30][N:11]=[C:12]([CH3:13])[CH:8]=3)[N:14]=[CH:15][C:7]=2[O:6][CH3:5])[NH:11][CH:10]=1)=[O:24].